This data is from Forward reaction prediction with 1.9M reactions from USPTO patents (1976-2016). The task is: Predict the product of the given reaction. (1) Given the reactants Br[C:2]1[CH:14]=[CH:13][C:5]([C:6]([O:8][C:9]([CH3:12])([CH3:11])[CH3:10])=[O:7])=[C:4]([NH:15][C:16]2[CH:21]=[CH:20][C:19]([F:22])=[CH:18][CH:17]=2)[CH:3]=1.C([O-])(=O)C.[K+].[CH:28]1[CH2:32][CH2:31][CH2:30][CH:29]=1.C(O)(=O)CC(CC(O)=O)(C(O)=O)O, predict the reaction product. The product is: [CH:32]1([C:2]2[CH:14]=[CH:13][C:5]([C:6]([O:8][C:9]([CH3:12])([CH3:11])[CH3:10])=[O:7])=[C:4]([NH:15][C:16]3[CH:21]=[CH:20][C:19]([F:22])=[CH:18][CH:17]=3)[CH:3]=2)[CH2:31][CH2:30][CH:29]=[CH:28]1. (2) Given the reactants [C:1](C1C=CC(OCC(O)=O)=CC=1)(C)(C)C.[CH3:16][O:17][C:18](=[O:27])[C:19]1[CH:24]=[CH:23][C:22]([NH2:25])=[C:21]([NH2:26])[CH:20]=1.C(OCC)(=O)C.C(=O)(O)[O-].[Na+], predict the reaction product. The product is: [CH3:16][O:17][C:18]([C:19]1[CH:24]=[CH:23][C:22]2[NH:25][CH:1]=[N:26][C:21]=2[CH:20]=1)=[O:27]. (3) The product is: [CH3:13][O:12][C:3]1[C:2]([Br:1])=[CH:11][C:10]2[CH2:9][CH2:8][CH2:7][CH2:6][C:5]=2[CH:4]=1. Given the reactants [Br:1][C:2]1[C:3]([OH:12])=[CH:4][C:5]2[CH2:6][CH2:7][CH2:8][CH2:9][C:10]=2[CH:11]=1.[C:13]([O-])([O-])=O.[K+].[K+].IC, predict the reaction product. (4) Given the reactants [OH:1][C:2]([CH:4]([C:6]1[CH:19]=[CH:18][CH:17]=[C:8]([C:9]([C:11]2[CH:16]=[CH:15][CH:14]=[CH:13][CH:12]=2)=[O:10])[CH:7]=1)[CH3:5])=[O:3].[CH2:20]([NH2:23])[CH2:21][NH2:22], predict the reaction product. The product is: [CH2:20]([NH2:23])[CH2:21][NH2:22].[OH:3][C:2]([CH:4]([C:6]1[CH:19]=[CH:18][CH:17]=[C:8]([C:9]([C:11]2[CH:12]=[CH:13][CH:14]=[CH:15][CH:16]=2)=[O:10])[CH:7]=1)[CH3:5])=[O:1]. (5) Given the reactants [C:1]([N:5]1[C:9]2=[N:10][CH:11]=[CH:12][CH:13]=[C:8]2[CH:7]([CH2:14][C:15]2[CH:20]=[C:19]([C:21]([F:24])([F:23])[F:22])[CH:18]=[CH:17][C:16]=2[CH2:25]Cl)[C:6]1=[O:27])([CH3:4])([CH3:3])[CH3:2], predict the reaction product. The product is: [C:1]([N:5]1[C:9]2=[N:10][CH:11]=[CH:12][CH:13]=[C:8]2[C:7]2([CH2:14][C:15]3[C:16](=[CH:17][CH:18]=[C:19]([C:21]([F:24])([F:23])[F:22])[CH:20]=3)[CH2:25]2)[C:6]1=[O:27])([CH3:4])([CH3:3])[CH3:2]. (6) Given the reactants [N:1]12[CH2:8][CH2:7][C:4]([O:9][C:10](=[O:38])[NH:11][C:12]3[CH:17]=[C:16]([CH2:18][CH2:19][CH2:20][C:21]([NH:23][C:24]4[CH:29]=[CH:28][C:27]([CH2:30][OH:31])=[CH:26][CH:25]=4)=[O:22])[CH:15]=[CH:14][C:13]=3[C:32]3[CH:37]=[CH:36][CH:35]=[CH:34][CH:33]=3)([CH2:5][CH2:6]1)[CH2:3][CH2:2]2, predict the reaction product. The product is: [N:1]12[CH2:6][CH2:5][C:4]([O:9][C:10](=[O:38])[NH:11][C:12]3[CH:17]=[C:16]([CH2:18][CH2:19][CH2:20][C:21]([NH:23][C:24]4[CH:25]=[CH:26][C:27]([CH:30]=[O:31])=[CH:28][CH:29]=4)=[O:22])[CH:15]=[CH:14][C:13]=3[C:32]3[CH:37]=[CH:36][CH:35]=[CH:34][CH:33]=3)([CH2:7][CH2:8]1)[CH2:3][CH2:2]2. (7) Given the reactants C[O:2][C:3](=O)[C:4]1[CH:9]=[CH:8][C:7]([C:10]([N:12]2[CH2:17][CH2:16][N:15]([CH:18]([CH3:20])[CH3:19])[CH2:14][CH2:13]2)=[O:11])=[N:6][CH:5]=1.C(O[AlH-](OC(C)(C)C)OC(C)(C)C)(C)(C)C.[Li+], predict the reaction product. The product is: [OH:2][CH2:3][C:4]1[CH:9]=[CH:8][C:7]([C:10]([N:12]2[CH2:13][CH2:14][N:15]([CH:18]([CH3:20])[CH3:19])[CH2:16][CH2:17]2)=[O:11])=[N:6][CH:5]=1.